This data is from Forward reaction prediction with 1.9M reactions from USPTO patents (1976-2016). The task is: Predict the product of the given reaction. (1) Given the reactants [Cl:1][C:2]1[CH:3]=[C:4]([C:8]2[N:16]=[C:15]([C:17]#[N:18])[N:14]=[C:13]3[C:9]=2[N:10]([CH2:19][C@H:20]2[CH2:25][CH2:24][C@H:23]([CH3:26])[CH2:22][CH2:21]2)[CH:11]=[N:12]3)[CH:5]=[N:6][CH:7]=1.CC1(C)CCCC(C)(C)N1[Mg]Cl.[Cl-].[Li+].[O:41]1[CH2:46][CH2:45][CH:44]([CH:47]=[O:48])[CH2:43][CH2:42]1, predict the reaction product. The product is: [Cl:1][C:2]1[CH:3]=[C:4]([C:8]2[N:16]=[C:15]([C:17]#[N:18])[N:14]=[C:13]3[C:9]=2[N:10]([CH2:19][C@H:20]2[CH2:25][CH2:24][C@H:23]([CH3:26])[CH2:22][CH2:21]2)[C:11]([CH:47]([OH:48])[CH:44]2[CH2:45][CH2:46][O:41][CH2:42][CH2:43]2)=[N:12]3)[CH:5]=[N:6][CH:7]=1. (2) Given the reactants CO[CH:3](OC)[N:4]([CH3:6])[CH3:5].[NH2:9][C:10]1[C:11]([CH3:28])=[C:12]([C:20](=[O:27])[CH2:21][C:22]([CH:24]2[CH2:26][CH2:25]2)=[O:23])[CH:13]=[CH:14][C:15]=1[C:16]([F:19])([F:18])[F:17], predict the reaction product. The product is: [NH2:9][C:10]1[C:11]([CH3:28])=[C:12]([C:20](=[O:27])[C:21](=[CH:3][N:4]([CH3:5])[CH3:6])[C:22]([CH:24]2[CH2:26][CH2:25]2)=[O:23])[CH:13]=[CH:14][C:15]=1[C:16]([F:17])([F:18])[F:19]. (3) The product is: [CH2:1]([OH:16])[CH2:2][CH2:3][CH2:4][CH2:5][CH2:6][CH2:7][C:8]#[C:9][CH2:10][CH2:11][CH2:12][CH2:13][C:14]#[CH:15]. Given the reactants [CH2:1]([O:16]C1CCCCO1)[CH2:2][CH2:3][CH2:4][CH2:5][CH2:6][CH2:7][C:8]#[C:9][CH2:10][CH2:11][CH2:12][CH2:13][C:14]#[CH:15].C1(C)C=CC(S(O)(=O)=O)=CC=1, predict the reaction product. (4) Given the reactants [C:1]([O:5][CH:6]([C:12]1[C:16](B2OC(C)(C)C(C)(C)O2)=[C:15]([Cl:26])[S:14][C:13]=1[CH3:27])[C:7]([O:9][CH2:10][CH3:11])=[O:8])([CH3:4])([CH3:3])[CH3:2].FC(F)(F)S(O[C:34]1[C:43]2[N:42]=[CH:41][CH:40]=[CH:39][C:38]=2[C:37]([CH3:45])([CH3:44])[CH2:36][CH:35]=1)(=O)=O.C(=O)([O-])[O-].[Cs+].[Cs+], predict the reaction product. The product is: [C:1]([O:5][CH:6]([C:12]1[C:16]([C:34]2[C:43]3[N:42]=[CH:41][CH:40]=[CH:39][C:38]=3[C:37]([CH3:45])([CH3:44])[CH2:36][CH:35]=2)=[C:15]([Cl:26])[S:14][C:13]=1[CH3:27])[C:7]([O:9][CH2:10][CH3:11])=[O:8])([CH3:2])([CH3:3])[CH3:4]. (5) Given the reactants [NH2:1][C:2]1[CH:7]=[CH:6][C:5]([NH:8][C:9](=[O:17])[C:10]2[CH:15]=[CH:14][CH:13]=[CH:12][C:11]=2[F:16])=[CH:4][CH:3]=1.[Cl:18][C:19]1[C:20]([O:30][CH3:31])=[CH:21][C:22]([O:28][CH3:29])=[C:23]([N:25]=[C:26]=[O:27])[CH:24]=1, predict the reaction product. The product is: [Cl:18][C:19]1[C:20]([O:30][CH3:31])=[CH:21][C:22]([O:28][CH3:29])=[C:23]([NH:25][C:26](=[O:27])[NH:1][C:2]2[CH:3]=[CH:4][C:5]([NH:8][C:9](=[O:17])[C:10]3[CH:15]=[CH:14][CH:13]=[CH:12][C:11]=3[F:16])=[CH:6][CH:7]=2)[CH:24]=1. (6) The product is: [C:30]([CH:29]([C:12]1[CH:11]=[CH:21][C:20]([N+:17]([O-:19])=[O:18])=[CH:23][CH:28]=1)[C:8]([CH2:7][O:6][CH2:5][CH:1]1[CH2:2][CH2:3][CH2:4]1)=[O:10])#[N:31]. Given the reactants [CH:1]1([CH2:5][O:6][CH2:7][C:8]([OH:10])=O)[CH2:4][CH2:3][CH2:2]1.[C:11](Cl)(=O)[C:12](Cl)=O.[N+:17]([CH:20]([C:23]1[CH:28]=CC=CC=1)[C:21]#N)([O-:19])=[O:18].[CH3:29][CH2:30][N:31](CC)CC.Cl, predict the reaction product. (7) Given the reactants [Br:1][C:2]1[CH:3]=[CH:4][C:5](/[C:8](=[N:14]\[NH2:15])/[CH2:9][CH:10]([CH3:13])[CH2:11][CH3:12])=[N:6][CH:7]=1, predict the reaction product. The product is: [Br:1][C:2]1[CH:3]=[CH:4][C:5]2[N:6]([N:15]=[N:14][C:8]=2[CH2:9][CH:10]([CH3:13])[CH2:11][CH3:12])[CH:7]=1.